This data is from Catalyst prediction with 721,799 reactions and 888 catalyst types from USPTO. The task is: Predict which catalyst facilitates the given reaction. (1) Reactant: [CH2:1]([OH:6])[CH2:2][CH2:3][CH2:4][OH:5].[C:7]([OH:14])(=[O:13])[CH2:8][CH2:9][C:10]([OH:12])=O. Product: [C:10]1(=[O:12])[O:14][C:7](=[O:13])[CH2:8][CH2:9]1.[C:1]1(=[O:6])[O:5][CH2:4][CH2:3][CH2:2]1. The catalyst class is: 7. (2) Reactant: [Br:1][C:2]1[C:3]([Cl:22])=[N:4][CH:5]=[C:6]([CH:21]=1)[C:7]([NH:9][C:10]1[CH:15]=[CH:14][C:13]([O:16][C:17]([F:20])([F:19])[F:18])=[CH:12][CH:11]=1)=[O:8].[NH2:23][CH2:24][CH2:25][CH2:26][OH:27].[CH3:28][CH2:29][N:30]([CH:34]([CH3:36])[CH3:35])[CH:31]([CH3:33])[CH3:32]. Product: [Br:1][C:2]1[C:3]([NH:23][CH2:24][CH2:25][CH2:26][OH:27])=[N:4][CH:5]=[C:6]([CH:21]=1)[C:7]([NH:9][C:10]1[CH:15]=[CH:14][C:13]([O:16][C:17]([F:20])([F:19])[F:18])=[CH:12][CH:11]=1)=[O:8].[CH3:28][CH2:29][N:30]([CH:34]([CH3:36])[CH3:35])[CH:31]([CH3:33])[CH3:32].[ClH:22]. The catalyst class is: 41. (3) Reactant: [C:1](OC(=O)C)(=[O:3])[CH3:2].[CH3:8][N:9]1[N:13]=[N:12][C:11]([C:14]2[CH:40]=[CH:39][C:17]([O:18][C:19]3[C:33]([CH:34]4[CH2:38][CH2:37][CH2:36][NH:35]4)=[CH:32][C:22]4[NH:23][C:24]([C:26]5[CH:31]=[CH:30][CH:29]=[CH:28][N:27]=5)=[N:25][C:21]=4[CH:20]=3)=[CH:16][CH:15]=2)=[N:10]1. Product: [C:1]([N:35]1[CH2:36][CH2:37][CH2:38][CH:34]1[C:33]1[C:19]([O:18][C:17]2[CH:16]=[CH:15][C:14]([C:11]3[N:12]=[N:13][N:9]([CH3:8])[N:10]=3)=[CH:40][CH:39]=2)=[CH:20][C:21]2[N:25]=[C:24]([C:26]3[CH:31]=[CH:30][CH:29]=[CH:28][N:27]=3)[NH:23][C:22]=2[CH:32]=1)(=[O:3])[CH3:2]. The catalyst class is: 22. (4) Reactant: C(O[C:5](=[O:7])[CH3:6])(=O)C.[CH3:8][NH:9][C:10]1[CH:15]=[CH:14][C:13]([N+:16]([O-:18])=[O:17])=[CH:12][N:11]=1.N1C=CC=CC=1. Product: [CH3:8][N:9]([C:10]1[CH:15]=[CH:14][C:13]([N+:16]([O-:18])=[O:17])=[CH:12][N:11]=1)[C:5](=[O:7])[CH3:6]. The catalyst class is: 143.